From a dataset of Retrosynthesis with 50K atom-mapped reactions and 10 reaction types from USPTO. Predict the reactants needed to synthesize the given product. Given the product N#Cc1cc(C(=O)O)c2sccc2c1, predict the reactants needed to synthesize it. The reactants are: CCOC(=O)c1cc(C#N)cc2ccsc12.